From a dataset of Reaction yield outcomes from USPTO patents with 853,638 reactions. Predict the reaction yield, written as a fraction of the theoretical maximum amount of product (1.0 means a 100% yield; for example, 0.34 means a 34% yield). (1) The reactants are [C:1]([O:7][CH3:8])(=[O:6])[CH2:2][C:3]([CH3:5])=O.[Br:9][C:10]1[CH:17]=[CH:16][CH:15]=[CH:14][C:11]=1[CH:12]=O.[CH3:18][O:19][C:20](=[O:25])/[CH:21]=[C:22](\[NH2:24])/[CH3:23].CC(O)=O. The catalyst is CCO.CCOC(C)=O. The product is [Br:9][C:10]1[CH:17]=[CH:16][CH:15]=[CH:14][C:11]=1[CH:12]1[C:2]([C:1]([O:7][CH3:8])=[O:6])=[C:3]([CH3:5])[NH:24][C:22]([CH3:23])=[C:21]1[C:20]([O:19][CH3:18])=[O:25]. The yield is 0.200. (2) The reactants are [C:1]([O:4][C@@H:5]1[CH:13]([C@@:14]2([CH3:30])[CH2:19][CH2:18][C@H:17]([O:20][Si:21]([C:24]([CH3:27])([CH3:26])[CH3:25])([CH3:23])[CH3:22])[CH2:16][C@@H:15]2[CH2:28]O)[CH2:12][CH2:11][C@@:10]2([CH3:31])[CH:6]1[CH2:7][CH2:8][C:9]12[O:35][CH2:34][CH2:33][O:32]1)(=[O:3])[CH3:2].C1(P(C2C=CC=CC=2)C2C=CC=CC=2)C=CC=CC=1.C1(P([N:69]=[N+:70]=[N-:71])(C2C=CC=CC=2)=O)C=CC=CC=1.CC(OC(/N=N/C(OC(C)C)=O)=O)C.C([O-])(O)=O.[Na+]. The catalyst is C1COCC1.CCOC(C)=O. The product is [C:1]([O:4][C@@H:5]1[CH:13]([C@@:14]2([CH3:30])[CH2:19][CH2:18][C@H:17]([O:20][Si:21]([C:24]([CH3:27])([CH3:26])[CH3:25])([CH3:23])[CH3:22])[CH2:16][C@@H:15]2[CH2:28][N:69]=[N+:70]=[N-:71])[CH2:12][CH2:11][C@@:10]2([CH3:31])[CH:6]1[CH2:7][CH2:8][C:9]12[O:35][CH2:34][CH2:33][O:32]1)(=[O:3])[CH3:2]. The yield is 0.400.